From a dataset of KCNQ2 potassium channel screen with 302,405 compounds. Binary Classification. Given a drug SMILES string, predict its activity (active/inactive) in a high-throughput screening assay against a specified biological target. (1) The molecule is O1C(CCC1)CN1C(=O)c2c(C1=O)ccc(N)c2. The result is 0 (inactive). (2) The molecule is S(=O)(=O)(N1C(SCC1)c1c(OC)cc(OC)c(OC)c1)c1ccc(F)cc1. The result is 0 (inactive). (3) The molecule is O(c1c(NC(=O)c2ccc(n3c(ccc3C)C)cc2)ccc(OC)c1)C. The result is 0 (inactive). (4) The drug is O=C1N(CC2C31N(C(C2)c1oc(cc1)COC)CCC3)Cc1c(cccc1)C. The result is 0 (inactive). (5) The compound is S(=O)(=O)(N1CCOCC1)c1cc(NC(=S)NC(=O)c2ccc(N(CC)CC)cc2)c(n2ncnc2)cc1. The result is 0 (inactive). (6) The drug is O(c1cc(c2[nH]ncc2CN(Cc2n[nH]c(c2)C)C)cc(OC)c1OC)C. The result is 0 (inactive). (7) The drug is OC(=O)CCN(CCC(O)=O)c1ccccc1. The result is 0 (inactive).